The task is: Predict the reactants needed to synthesize the given product.. This data is from Full USPTO retrosynthesis dataset with 1.9M reactions from patents (1976-2016). (1) Given the product [Cl:30][C:27]1[CH:28]=[CH:29][C:24]([NH:23][C:21](=[O:22])[C:20]([NH:19][C@H:9]2[CH2:10][CH2:11][C@H:12]([C:14](=[O:15])[N:16]([CH3:17])[CH3:18])[CH2:13][C@H:8]2[NH:7][C:6]([C:47]2[S:48][C:42]3[CH2:41][N:40]([CH3:39])[CH2:45][CH2:44][C:43]=3[N:46]=2)=[O:5])=[O:31])=[N:25][CH:26]=1, predict the reactants needed to synthesize it. The reactants are: C([O:5][C:6](=O)[NH:7][C@@H:8]1[CH2:13][C@@H:12]([C:14]([N:16]([CH3:18])[CH3:17])=[O:15])[CH2:11][CH2:10][C@@H:9]1[NH:19][C:20](=[O:31])[C:21]([NH:23][C:24]1[CH:29]=[CH:28][C:27]([Cl:30])=[CH:26][N:25]=1)=[O:22])(C)(C)C.CS(O)(=O)=O.Cl.[CH3:39][N:40]1[CH2:45][CH2:44][C:43]2[N:46]=[C:47](C(O)=O)[S:48][C:42]=2[CH2:41]1.ON1C2C=CC=CC=2N=N1.Cl.C(N=C=NCCCN(C)C)C. (2) Given the product [F:28][C:29]([F:48])([F:47])[S:30]([O:17][C:14]1[CH:13]=[CH:12][C:11]2[CH2:10][CH2:9][CH:8]([NH:18][C:19]([O:20][C:21]([CH3:22])([CH3:23])[CH3:24])=[O:25])[CH:7]([CH2:6][C:5]3[CH:26]=[CH:27][C:2]([Cl:1])=[CH:3][CH:4]=3)[C:16]=2[CH:15]=1)(=[O:32])=[O:31], predict the reactants needed to synthesize it. The reactants are: [Cl:1][C:2]1[CH:27]=[CH:26][C:5]([CH2:6][CH:7]2[C:16]3[C:11](=[CH:12][CH:13]=[C:14]([OH:17])[CH:15]=3)[CH2:10][CH2:9][CH:8]2[NH:18][C:19](=[O:25])[O:20][C:21]([CH3:24])([CH3:23])[CH3:22])=[CH:4][CH:3]=1.[F:28][C:29]([F:48])([F:47])[S:30](N(C1C=CC=CC=1)[S:30]([C:29]([F:48])([F:47])[F:28])(=[O:32])=[O:31])(=[O:32])=[O:31].C(N(CC)CC)C. (3) Given the product [Cl:1][C:2]1[CH:3]=[CH:4][C:5]([S:8]([N:11]2[CH:12]3[CH2:19][CH:18]([C:20]4[O:24][N:23]=[C:22]([CH3:25])[N:21]=4)[CH2:17][CH:16]2[C:15](=[CH:27][OH:28])[C:14](=[O:26])[CH2:13]3)(=[O:9])=[O:10])=[CH:6][CH:7]=1, predict the reactants needed to synthesize it. The reactants are: [Cl:1][C:2]1[CH:7]=[CH:6][C:5]([S:8]([N:11]2[CH:16]3[CH2:17][CH:18]([C:20]4[O:24][N:23]=[C:22]([CH3:25])[N:21]=4)[CH2:19][CH:12]2[CH2:13][C:14](=[O:26])[CH2:15]3)(=[O:10])=[O:9])=[CH:4][CH:3]=1.[CH:27](OCC)=[O:28].[O-]CC.[Na+]. (4) Given the product [N:14]1([C:12]([C:8]2[CH:7]=[C:6]3[C:11]([C:2]([NH:20][CH2:21][C:22]4[CH:23]=[C:24]([CH:28]=[CH:29][CH:30]=4)[C:25]([NH2:27])=[NH:26])=[N:3][CH:4]=[N:5]3)=[CH:10][CH:9]=2)=[O:13])[CH2:19][CH2:18][CH2:17][CH2:16][CH2:15]1, predict the reactants needed to synthesize it. The reactants are: Cl[C:2]1[C:11]2[C:6](=[CH:7][C:8]([C:12]([N:14]3[CH2:19][CH2:18][CH2:17][CH2:16][CH2:15]3)=[O:13])=[CH:9][CH:10]=2)[N:5]=[CH:4][N:3]=1.[NH2:20][CH2:21][C:22]1[CH:23]=[C:24]([CH:28]=[CH:29][CH:30]=1)[C:25]([NH2:27])=[NH:26].C(N(C(C)C)CC)(C)C. (5) Given the product [NH2:1][C:2]1[C:3]2[C:10]([C:11]3[CH:16]=[CH:15][C:14]([NH:17][C:18](=[O:26])[O:19][CH2:20][CH2:25][N:38]4[CH2:39][CH2:40][O:35][CH2:36][CH2:37]4)=[C:13]([O:27][CH3:28])[CH:12]=3)=[CH:9][N:8]([CH:29]3[CH2:34][CH2:33][O:32][CH2:31][CH2:30]3)[C:4]=2[N:5]=[CH:6][N:7]=1, predict the reactants needed to synthesize it. The reactants are: [NH2:1][C:2]1[C:3]2[C:10]([C:11]3[CH:16]=[CH:15][C:14]([NH:17][C:18](=[O:26])[O:19][C:20]4[CH:25]=CC=CC=4)=[C:13]([O:27][CH3:28])[CH:12]=3)=[CH:9][N:8]([CH:29]3[CH2:34][CH2:33][O:32][CH2:31][CH2:30]3)[C:4]=2[N:5]=[CH:6][N:7]=1.[O:35]1[CH2:40][CH2:39][N:38](CCO)[CH2:37][CH2:36]1.